Task: Regression. Given a peptide amino acid sequence and an MHC pseudo amino acid sequence, predict their binding affinity value. This is MHC class I binding data.. Dataset: Peptide-MHC class I binding affinity with 185,985 pairs from IEDB/IMGT (1) The peptide sequence is LTPTAPPED. The MHC is Mamu-A01 with pseudo-sequence Mamu-A01. The binding affinity (normalized) is 0.389. (2) The peptide sequence is TLKPGTMSV. The MHC is HLA-B57:01 with pseudo-sequence HLA-B57:01. The binding affinity (normalized) is 0.0847. (3) The peptide sequence is FLPSDYFPSI. The binding affinity (normalized) is 0.535. The MHC is HLA-A02:07 with pseudo-sequence HLA-A02:07. (4) The peptide sequence is NFKFRDLL. The MHC is H-2-Db with pseudo-sequence H-2-Db. The binding affinity (normalized) is 0. (5) The binding affinity (normalized) is 0.280. The MHC is HLA-B35:01 with pseudo-sequence HLA-B35:01. The peptide sequence is KSLFNTVATLY.